From a dataset of Full USPTO retrosynthesis dataset with 1.9M reactions from patents (1976-2016). Predict the reactants needed to synthesize the given product. (1) Given the product [F:63][C:62]([F:65])([F:64])[C:60]([OH:66])=[O:61].[C:8]([C:10]1[S:11][C:12]([S:25][CH3:26])=[C:13]([S:15]([C:18]2[CH:19]=[C:20]([C:38]3[C:39]([CH3:43])=[CH:40][CH:41]=[CH:42][C:37]=3[CH2:36][O:35][CH2:34][C:33]([OH:53])=[O:32])[CH:21]=[CH:22][CH:23]=2)(=[O:17])=[O:16])[CH:14]=1)(=[NH:9])[NH2:7], predict the reactants needed to synthesize it. The reactants are: C(OC(=O)[NH:7][C:8]([C:10]1[S:11][C:12]([S:25][CH3:26])=[C:13]([S:15]([C:18]2[CH:23]=[CH:22][CH:21]=[C:20](Br)[CH:19]=2)(=[O:17])=[O:16])[CH:14]=1)=[NH:9])(C)(C)C.C([O:32][C:33](=[O:53])[CH2:34][O:35][CH2:36][C:37]1[CH:42]=[CH:41][CH:40]=[C:39]([CH3:43])[C:38]=1B1OC(C)(C)C(C)(C)O1)(C)(C)C.C([O-])([O-])=O.[Na+].[Na+].[C:60]([OH:66])([C:62]([F:65])([F:64])[F:63])=[O:61].C(Cl)Cl. (2) Given the product [F:19][C:20]1[CH:25]=[C:24]([F:26])[CH:23]=[CH:22][C:21]=1[N:27]1[CH2:28][CH2:29][N:30]([C:9]([C:8]2[CH:12]=[C:13]([N+:16]([O-:18])=[O:17])[CH:14]=[CH:15][C:7]=2[N:1]2[CH2:6][CH2:5][O:4][CH2:3][CH2:2]2)=[O:10])[CH2:31][CH2:32]1, predict the reactants needed to synthesize it. The reactants are: [N:1]1([C:7]2[CH:15]=[CH:14][C:13]([N+:16]([O-:18])=[O:17])=[CH:12][C:8]=2[C:9](Cl)=[O:10])[CH2:6][CH2:5][O:4][CH2:3][CH2:2]1.[F:19][C:20]1[CH:25]=[C:24]([F:26])[CH:23]=[CH:22][C:21]=1[N:27]1[CH2:32][CH2:31][NH:30][CH2:29][CH2:28]1.